Dataset: Catalyst prediction with 721,799 reactions and 888 catalyst types from USPTO. Task: Predict which catalyst facilitates the given reaction. Reactant: [H-].[Na+].[F:3][C:4]([F:10])([CH:7]([F:9])[F:8])[CH2:5][OH:6].F[C:12]1[CH:19]=[CH:18][C:15]([CH:16]=[O:17])=[CH:14][CH:13]=1.C(=O)(O)[O-].[Na+]. Product: [F:3][C:4]([F:10])([CH:7]([F:9])[F:8])[CH2:5][O:6][C:12]1[CH:19]=[CH:18][C:15]([CH:16]=[O:17])=[CH:14][CH:13]=1. The catalyst class is: 9.